Dataset: Forward reaction prediction with 1.9M reactions from USPTO patents (1976-2016). Task: Predict the product of the given reaction. (1) Given the reactants [Br:1]Br.[Cl:3][C:4]1[CH:5]=[CH:6][C:7]([O:22][CH2:23][CH3:24])=[C:8]([CH:21]=1)[C:9]([O:11][CH2:12][C:13]([C:15]1[CH:20]=[CH:19][CH:18]=[CH:17][CH:16]=1)=[O:14])=[O:10], predict the reaction product. The product is: [Cl:3][C:4]1[CH:5]=[CH:6][C:7]([O:22][CH2:23][CH3:24])=[C:8]([CH:21]=1)[C:9]([O:11][CH:12]([Br:1])[C:13]([C:15]1[CH:16]=[CH:17][CH:18]=[CH:19][CH:20]=1)=[O:14])=[O:10]. (2) Given the reactants [F:1][C:2]1[CH:14]=[C:13](B2OC(C)(C)C(C)(C)O2)[C:12]([CH3:24])=[CH:11][C:3]=1[C:4]([NH:6][S:7]([CH3:10])(=[O:9])=[O:8])=[O:5].Br[C:26]1[CH:27]=[C:28]([Cl:33])[C:29]([Cl:32])=[N:30][CH:31]=1.C([O-])([O-])=O.[Na+].[Na+], predict the reaction product. The product is: [Cl:33][C:28]1[CH:27]=[C:26]([C:13]2[C:12]([CH3:24])=[CH:11][C:3]([C:4]([NH:6][S:7]([CH3:10])(=[O:8])=[O:9])=[O:5])=[C:2]([F:1])[CH:14]=2)[CH:31]=[N:30][C:29]=1[Cl:32].